Predict the product of the given reaction. From a dataset of Forward reaction prediction with 1.9M reactions from USPTO patents (1976-2016). (1) Given the reactants [CH2:1]([Mg]Br)[CH:2](C)[CH3:3].C([Li])CCC.Br[C:13]1[CH:14]=[CH:15][C:16]([Cl:26])=[C:17]([CH:25]=1)[C:18]([O:20][C:21]([CH3:24])([CH3:23])[CH3:22])=[O:19].[Cu]C#N.C(Br)C=C, predict the reaction product. The product is: [CH2:3]([C:13]1[CH:14]=[CH:15][C:16]([Cl:26])=[C:17]([CH:25]=1)[C:18]([O:20][C:21]([CH3:24])([CH3:23])[CH3:22])=[O:19])[CH:2]=[CH2:1]. (2) The product is: [NH2:19][C:17]1[CH:16]=[C:15]([CH3:20])[CH:14]=[C:13]([CH2:12][CH2:11][C:9]2[NH:8][C:5]3=[N:6][CH:7]=[C:2]([Br:1])[CH:3]=[C:4]3[N:10]=2)[N:18]=1. Given the reactants [Br:1][C:2]1[CH:3]=[C:4]2[N:10]=[C:9](/[CH:11]=[CH:12]/[C:13]3[N:18]=[C:17]([NH2:19])[CH:16]=[C:15]([CH3:20])[CH:14]=3)[NH:8][C:5]2=[N:6][CH:7]=1.C(O)(=O)C, predict the reaction product. (3) Given the reactants [C:1]([C:3]1[CH:8]=[CH:7][C:6]([CH2:9][O:10][C:11]2[N:15]([C:16]3[CH:21]=[C:20]([C:22]([O:24]C)=[O:23])[CH:19]=[CH:18][N:17]=3)[N:14]=[CH:13][CH:12]=2)=[CH:5][CH:4]=1)#[N:2], predict the reaction product. The product is: [C:1]([C:3]1[CH:8]=[CH:7][C:6]([CH2:9][O:10][C:11]2[N:15]([C:16]3[CH:21]=[C:20]([C:22]([OH:24])=[O:23])[CH:19]=[CH:18][N:17]=3)[N:14]=[CH:13][CH:12]=2)=[CH:5][CH:4]=1)#[N:2]. (4) Given the reactants [C:1]([C:5]1[CH:14]=[CH:13][C:12]2[C:7](=[CH:8][CH:9]=[C:10]([C:15](OC)=[O:16])[CH:11]=2)[CH:6]=1)(OC)=[O:2].[H-].[Al+3].[Li+].[H-].[H-].[H-].[Cl-].[NH4+], predict the reaction product. The product is: [OH:2][CH2:1][C:5]1[CH:14]=[CH:13][C:12]2[C:7](=[CH:8][CH:9]=[C:10]([CH2:15][OH:16])[CH:11]=2)[CH:6]=1. (5) Given the reactants [H-].[Na+].[NH2:3][C:4]1[C:14]([O:15][CH2:16][O:17][CH3:18])=[CH:13][C:7]([C:8]([O:10][CH2:11][CH3:12])=[O:9])=[CH:6][C:5]=1[CH:19]1[CH2:21][CH2:20]1.Br[CH2:23][CH2:24][CH2:25][CH2:26][CH2:27]Br.O, predict the reaction product. The product is: [CH:19]1([C:5]2[CH:6]=[C:7]([CH:13]=[C:14]([O:15][CH2:16][O:17][CH3:18])[C:4]=2[N:3]2[CH2:27][CH2:26][CH2:25][CH2:24][CH2:23]2)[C:8]([O:10][CH2:11][CH3:12])=[O:9])[CH2:21][CH2:20]1. (6) Given the reactants [NH2:1][CH:2]([CH2:28][C:29]1[CH:34]=[CH:33][C:32]([C:35]#[N:36])=[CH:31][CH:30]=1)[C:3]([N:5]1[CH2:10][CH2:9][CH:8]([N:11]([CH:25]2[CH2:27][CH2:26]2)[S:12]([C:15]2[CH:20]=[CH:19][CH:18]=[C:17]([C:21]([F:24])([F:23])[F:22])[CH:16]=2)(=[O:14])=[O:13])[CH2:7][CH2:6]1)=[O:4].CI.[CH3:39]N(C=O)C.[H-].[Na+], predict the reaction product. The product is: [C:35]([C:32]1[CH:31]=[CH:30][C:29]([CH2:28][CH:2]([NH:1][CH3:39])[C:3]([N:5]2[CH2:6][CH2:7][CH:8]([N:11]([CH:25]3[CH2:26][CH2:27]3)[S:12]([C:15]3[CH:20]=[CH:19][CH:18]=[C:17]([C:21]([F:22])([F:24])[F:23])[CH:16]=3)(=[O:13])=[O:14])[CH2:9][CH2:10]2)=[O:4])=[CH:34][CH:33]=1)#[N:36]. (7) Given the reactants [N+:1]([C:4]1[CH:5]=[C:6]([CH:10]=[CH:11][CH:12]=1)[C:7](Cl)=[O:8])([O-:3])=[O:2].C(N(CC)CC)C.[CH3:20][N:21]1[CH2:25][CH2:24][CH2:23][C@H:22]1[CH2:26][OH:27], predict the reaction product. The product is: [N+:1]([C:4]1[CH:5]=[C:6]([CH:10]=[CH:11][CH:12]=1)[C:7]([O:27][CH2:26][CH:22]1[CH2:23][CH2:24][CH2:25][N:21]1[CH3:20])=[O:8])([O-:3])=[O:2].